From a dataset of Catalyst prediction with 721,799 reactions and 888 catalyst types from USPTO. Predict which catalyst facilitates the given reaction. (1) Reactant: [NH2:1][C:2]1[C:3]([NH:13][CH2:14][CH2:15][CH2:16][CH2:17][OH:18])=[C:4]([CH:9]=[CH:10][C:11]=1[Cl:12])[C:5]([O:7][CH3:8])=[O:6].[Cl:19][C:20]1[CH:25]=[C:24]([O:26][CH3:27])[CH:23]=[CH:22][C:21]=1[N:28]=[C:29]=[S:30]. Product: [Cl:12][C:11]1[CH:10]=[CH:9][C:4]([C:5]([O:7][CH3:8])=[O:6])=[C:3]([NH:13][CH2:14][CH2:15][CH2:16][CH2:17][OH:18])[C:2]=1[NH:1][C:29](=[S:30])[NH:28][C:21]1[CH:22]=[CH:23][C:24]([O:26][CH3:27])=[CH:25][C:20]=1[Cl:19]. The catalyst class is: 7. (2) Reactant: [F:1][C:2]1[CH:3]=[CH:4][C:5]([OH:26])=[C:6]([CH2:8][CH2:9][NH:10][CH:11]2[CH2:20][CH2:19][CH2:18][C:17]3[N:16]=[C:15]([C:21]([O:23][CH2:24][CH3:25])=[O:22])[CH:14]=[CH:13][C:12]2=3)[CH:7]=1.[C:27](O[C:27]([O:29][C:30]([CH3:33])([CH3:32])[CH3:31])=[O:28])([O:29][C:30]([CH3:33])([CH3:32])[CH3:31])=[O:28]. Product: [C:30]([O:29][C:27]([N:10]([CH2:9][CH2:8][C:6]1[CH:7]=[C:2]([F:1])[CH:3]=[CH:4][C:5]=1[OH:26])[CH:11]1[CH2:20][CH2:19][CH2:18][C:17]2[N:16]=[C:15]([C:21]([O:23][CH2:24][CH3:25])=[O:22])[CH:14]=[CH:13][C:12]1=2)=[O:28])([CH3:33])([CH3:32])[CH3:31]. The catalyst class is: 4. (3) Reactant: [N+:1]([C:4]1[CH:9]=[CH:8][C:7]([S:10](Cl)(=[O:12])=[O:11])=[CH:6][CH:5]=1)([O-:3])=[O:2].Cl.[Cl:15][C:16]1[CH:29]=[C:28]([Cl:30])[CH:27]=[CH:26][C:17]=1[O:18][C:19]1[CH:25]=[CH:24][CH:23]=[CH:22][C:20]=1[NH2:21]. Product: [Cl:15][C:16]1[CH:29]=[C:28]([Cl:30])[CH:27]=[CH:26][C:17]=1[O:18][C:19]1[CH:25]=[CH:24][CH:23]=[CH:22][C:20]=1[NH:21][S:10]([C:7]1[CH:8]=[CH:9][C:4]([N+:1]([O-:3])=[O:2])=[CH:5][CH:6]=1)(=[O:12])=[O:11]. The catalyst class is: 17. (4) Reactant: [OH-].[Na+].[C:11](O[C:11]([O:13][C:14]([CH3:17])([CH3:16])[CH3:15])=[O:12])([O:13][C:14]([CH3:17])([CH3:16])[CH3:15])=[O:12].Br.[Br:19][CH2:20][CH2:21][NH2:22]. Product: [Br:19][CH2:20][CH2:21][NH:22][C:11](=[O:12])[O:13][C:14]([CH3:15])([CH3:16])[CH3:17]. The catalyst class is: 192. (5) Reactant: [F:1][C:2]1[CH:7]=[C:6]([F:8])[C:5]([F:9])=[CH:4][C:3]=1[C:10](=[O:12])[CH3:11].[Br:13]Br. Product: [Br:13][CH2:11][C:10]([C:3]1[CH:4]=[C:5]([F:9])[C:6]([F:8])=[CH:7][C:2]=1[F:1])=[O:12]. The catalyst class is: 2. (6) Reactant: C(N1C=CN=C1)(N1C=CN=C1)=O.[Br:13][C:14]1[CH:15]=[CH:16][C:17]([F:23])=[C:18]([CH:22]=1)[C:19]([OH:21])=O.[F:24][C:25]([F:35])([F:34])[O:26][C:27]1[CH:33]=[CH:32][C:30]([NH2:31])=[CH:29][CH:28]=1. Product: [Br:13][C:14]1[CH:15]=[CH:16][C:17]([F:23])=[C:18]([CH:22]=1)[C:19]([NH:31][C:30]1[CH:32]=[CH:33][C:27]([O:26][C:25]([F:24])([F:34])[F:35])=[CH:28][CH:29]=1)=[O:21]. The catalyst class is: 3.